Task: Regression. Given a peptide amino acid sequence and an MHC pseudo amino acid sequence, predict their binding affinity value. This is MHC class I binding data.. Dataset: Peptide-MHC class I binding affinity with 185,985 pairs from IEDB/IMGT (1) The peptide sequence is RVHFHRFMY. The MHC is HLA-A02:16 with pseudo-sequence HLA-A02:16. The binding affinity (normalized) is 0.0847. (2) The binding affinity (normalized) is 0.213. The MHC is HLA-B83:01 with pseudo-sequence HLA-B83:01. The peptide sequence is ARWLASTPL. (3) The peptide sequence is AFYWHFIFR. The MHC is HLA-A02:16 with pseudo-sequence HLA-A02:16. The binding affinity (normalized) is 0.0847. (4) The peptide sequence is FSVQRNLPF. The MHC is HLA-B15:01 with pseudo-sequence HLA-B15:01. The binding affinity (normalized) is 0.648. (5) The binding affinity (normalized) is 0.457. The peptide sequence is GRWPITHLHT. The MHC is HLA-B27:05 with pseudo-sequence HLA-B27:05.